Predict the product of the given reaction. From a dataset of Forward reaction prediction with 1.9M reactions from USPTO patents (1976-2016). (1) Given the reactants [OH:1][C:2]([CH3:7])([CH3:6])[C:3](O)=[O:4].[F:8][C:9]1[CH:14]=[CH:13][CH:12]=[CH:11][C:10]=1[N:15]1[C:23]2[C:18](=[C:19]([N:24]3[CH2:31][C@@H:30]4[C@@H:26]([NH:27][CH2:28][CH2:29]4)[C:25]3=[O:32])[CH:20]=[CH:21][CH:22]=2)[CH:17]=[N:16]1.C(N(CC)CC)C.F[P-](F)(F)(F)(F)F.CN(C(N1C2C(=NC=CC=2)[N+]([O-])=N1)=[N+](C)C)C, predict the reaction product. The product is: [F:8][C:9]1[CH:14]=[CH:13][CH:12]=[CH:11][C:10]=1[N:15]1[C:23]2[C:18](=[C:19]([N:24]3[CH2:31][C@@H:30]4[C@@H:26]([N:27]([C:3](=[O:4])[C:2]([OH:1])([CH3:7])[CH3:6])[CH2:28][CH2:29]4)[C:25]3=[O:32])[CH:20]=[CH:21][CH:22]=2)[CH:17]=[N:16]1. (2) Given the reactants CO[C:3](=[O:15])[C:4]1[CH:9]=[C:8]([OH:10])[CH:7]=[C:6]([O:11][CH2:12]OC)[CH:5]=1.BrC1[CH:18]=[CH:19][C:20]([S:23]([CH2:26][CH3:27])(=[O:25])=[O:24])=[N:21][CH:22]=1.O[C@H:29]([CH3:33])[CH2:30][O:31][CH3:32].[NH2:34][C:35]1[CH:39]=[CH:38][N:37]([CH3:40])[N:36]=1, predict the reaction product. The product is: [CH2:26]([S:23]([C:20]1[N:21]=[CH:22][C:12]([O:11][C:6]2[CH:7]=[C:8]([O:10][CH:29]([CH3:33])[CH2:30][O:31][CH3:32])[CH:9]=[C:4]([CH:5]=2)[C:3]([NH:34][C:35]2[CH:39]=[CH:38][N:37]([CH3:40])[N:36]=2)=[O:15])=[CH:18][CH:19]=1)(=[O:24])=[O:25])[CH3:27]. (3) Given the reactants F[B-](F)(F)F.[CH3:6][O+](C)C.[Br:10][C:11]1[CH:12]=[C:13]([N+:20]([O-:22])=[O:21])[CH:14]=[C:15]2[C:19]=1[NH:18][N:17]=[CH:16]2, predict the reaction product. The product is: [Br:10][C:11]1[C:19]2[C:15](=[CH:16][N:17]([CH3:6])[N:18]=2)[CH:14]=[C:13]([N+:20]([O-:22])=[O:21])[CH:12]=1. (4) Given the reactants CS(C)=O.C(Cl)(=O)C(Cl)=O.[Si:11]([O:18][CH2:19][C:20]1([CH2:23][OH:24])[CH2:22][CH2:21]1)([C:14]([CH3:17])([CH3:16])[CH3:15])([CH3:13])[CH3:12].CCN(C(C)C)C(C)C, predict the reaction product. The product is: [Si:11]([O:18][CH2:19][C:20]1([CH:23]=[O:24])[CH2:21][CH2:22]1)([C:14]([CH3:17])([CH3:16])[CH3:15])([CH3:13])[CH3:12]. (5) Given the reactants C(OC([NH:8][C:9]1[CH:14]=[CH:13][CH:12]=[CH:11][C:10]=1[C:15]1[N:16]([CH2:34][C:35](OC(C)(C)C)=[O:36])[C:17]2[C:22]([C:23]=1[CH:24]1[CH2:29][CH2:28][CH2:27][CH2:26][CH2:25]1)=[CH:21][CH:20]=[C:19](C(OC)=O)[CH:18]=2)=O)(C)(C)C.[C:42]([OH:48])(C(F)(F)F)=[O:43].[CH2:49](Cl)Cl.O, predict the reaction product. The product is: [CH:22]1([C:23]2[C:24]3[CH:29]=[CH:28][C:27]([C:42]([O:48][CH3:49])=[O:43])=[CH:26][C:25]=3[N:16]3[C:15]=2[C:10]2[CH:11]=[CH:12][CH:13]=[CH:14][C:9]=2[NH:8][C:35](=[O:36])[CH2:34]3)[CH2:17][CH2:18][CH2:19][CH2:20][CH2:21]1. (6) Given the reactants [C:1]([C:3]1[S:4][C:5]([N:13]([C@H:16]2[CH2:21][CH2:20][C@H:19]([N:22]([CH3:24])[CH3:23])[CH2:18][CH2:17]2)[CH2:14][CH3:15])=[C:6]([CH3:12])[C:7]=1[C:8]([O:10]C)=[O:9])#[N:2].[OH-].[Na+], predict the reaction product. The product is: [C:1]([C:3]1[S:4][C:5]([N:13]([C@H:16]2[CH2:17][CH2:18][C@H:19]([N:22]([CH3:24])[CH3:23])[CH2:20][CH2:21]2)[CH2:14][CH3:15])=[C:6]([CH3:12])[C:7]=1[C:8]([OH:10])=[O:9])#[N:2]. (7) Given the reactants [Cl:1][C:2]([F:18])([F:17])[C:3]1[N:8]=[C:7]([C:9]([OH:11])=O)[CH:6]=[C:5]([C:12]2[O:13][CH:14]=[CH:15][CH:16]=2)[CH:4]=1.Cl.[CH3:20][NH:21][O:22][CH3:23].CCN=C=NCCCN(C)C.Cl.ON1C2C=CC=CC=2N=N1.C(N(CC)C(C)C)(C)C.F[P-](F)(F)(F)(F)F.N1(OC(N(C)C)=[N+](C)C)C2N=CC=CC=2N=N1, predict the reaction product. The product is: [CH3:23][O:22][N:21]([CH3:20])[C:9]([C:7]1[CH:6]=[C:5]([C:12]2[O:13][CH:14]=[CH:15][CH:16]=2)[CH:4]=[C:3]([C:2]([Cl:1])([F:18])[F:17])[N:8]=1)=[O:11].